From a dataset of Forward reaction prediction with 1.9M reactions from USPTO patents (1976-2016). Predict the product of the given reaction. (1) Given the reactants [F:1][C:2]([F:33])([F:32])[C:3]([C:9]1[CH:14]=[CH:13][C:12]([N:15]2[CH2:20][CH2:19][N:18]([S:21]([C:24]3[CH:29]=[CH:28][CH:27]=[C:26]([O:30]C)[CH:25]=3)(=[O:23])=[O:22])[CH2:17][CH2:16]2)=[CH:11][CH:10]=1)([OH:8])[C:4]([F:7])([F:6])[F:5].B(Br)(Br)Br, predict the reaction product. The product is: [F:33][C:2]([F:1])([F:32])[C:3]([C:9]1[CH:14]=[CH:13][C:12]([N:15]2[CH2:20][CH2:19][N:18]([S:21]([C:24]3[CH:25]=[C:26]([OH:30])[CH:27]=[CH:28][CH:29]=3)(=[O:23])=[O:22])[CH2:17][CH2:16]2)=[CH:11][CH:10]=1)([OH:8])[C:4]([F:7])([F:6])[F:5]. (2) Given the reactants Cl.[F:2][C:3]1([F:9])[CH2:8][CH2:7][NH:6][CH2:5][CH2:4]1.Cl[CH2:11][C:12]([OH:14])=O.C(Cl)C[Cl:17], predict the reaction product. The product is: [F:2][C:3]1([F:9])[CH2:8][CH2:7][N:6]([CH2:11][C:12]([Cl:17])=[O:14])[CH2:5][CH2:4]1. (3) Given the reactants [Cl:1][C:2]1[CH:3]=[C:4]([NH:9][C:10]2[C:11]3[CH:21]=[CH:20][C:19]([C:22]#[N:23])=[CH:18][C:12]=3[S:13][C:14]=2[N+:15]([O-])=O)[CH:5]=[CH:6][C:7]=1[F:8].[NH4+].[Cl-], predict the reaction product. The product is: [NH2:15][C:14]1[S:13][C:12]2[CH:18]=[C:19]([C:22]#[N:23])[CH:20]=[CH:21][C:11]=2[C:10]=1[NH:9][C:4]1[CH:5]=[CH:6][C:7]([F:8])=[C:2]([Cl:1])[CH:3]=1. (4) Given the reactants [OH:1][C:2]1[CH:7]=[C:6]([Cl:8])[N:5]=[N:4][C:3]=1Cl.[CH:10]1([C:13]2[CH:18]=[CH:17][CH:16]=[C:15]([CH3:19])[C:14]=2[OH:20])[CH2:12][CH2:11]1.C(C1C=CC=CC=1)(=O)C1C=CC=CC=1.[OH-].[K+].Cl, predict the reaction product. The product is: [Cl:8][C:6]1[N:5]=[N:4][C:3]([O:20][C:14]2[C:15]([CH3:19])=[CH:16][CH:17]=[CH:18][C:13]=2[CH:10]2[CH2:11][CH2:12]2)=[C:2]([OH:1])[CH:7]=1. (5) Given the reactants [F:1][CH:2]([F:33])[C:3]([N:5]1[C@H:9]([CH2:10][F:11])[C@@H:8]([C:12]2[CH:17]=[CH:16][C:15]([C:18]3[CH:19]=[N:20][C:21]([CH:24]([NH:29][CH3:30])[C:25]([F:28])([F:27])[F:26])=[CH:22][CH:23]=3)=[CH:14][CH:13]=2)[O:7]C1(C)C)=[O:4].FC(F)(F)C(O)=O, predict the reaction product. The product is: [F:33][CH:2]([F:1])[C:3]([NH:5][C@H:9]([CH2:10][F:11])[C@H:8]([OH:7])[C:12]1[CH:13]=[CH:14][C:15]([C:18]2[CH:19]=[N:20][C:21]([CH:24]([NH:29][CH3:30])[C:25]([F:28])([F:26])[F:27])=[CH:22][CH:23]=2)=[CH:16][CH:17]=1)=[O:4]. (6) The product is: [Cl:8][C:4]1[N:3]=[C:2]([NH:15][CH:9]2[CH2:14][CH2:13][CH2:12][CH2:11][CH2:10]2)[CH:7]=[N:6][CH:5]=1. Given the reactants Cl[C:2]1[CH:7]=[N:6][CH:5]=[C:4]([Cl:8])[N:3]=1.[CH:9]1([NH2:15])[CH2:14][CH2:13][CH2:12][CH2:11][CH2:10]1, predict the reaction product. (7) Given the reactants [CH3:1][S:2](Cl)(=[O:4])=[O:3].[OH:6][CH2:7][C@@H:8]1[CH2:12][CH2:11][CH2:10][N:9]1[C:13]([O:15][CH2:16][C:17]1[CH:22]=[CH:21][CH:20]=[CH:19][CH:18]=1)=[O:14].C(N(CC)CC)C, predict the reaction product. The product is: [CH3:1][S:2]([O:6][CH2:7][C@@H:8]1[CH2:12][CH2:11][CH2:10][N:9]1[C:13]([O:15][CH2:16][C:17]1[CH:22]=[CH:21][CH:20]=[CH:19][CH:18]=1)=[O:14])(=[O:4])=[O:3]. (8) The product is: [CH2:32]([O:33][C:34](=[O:35])[NH:15][CH2:14][C@H:11]1[CH2:12][CH2:13][C@@H:8]([NH2:7])[CH2:9][CH2:10]1)[C:31]1[CH:12]=[CH:13][CH:8]=[CH:9][CH:10]=1. Given the reactants C(OC(=O)[NH:7][C@H:8]1[CH2:13][CH2:12][C@@H:11]([CH2:14][NH:15]C2N=C(N(C)C)C3C(=CC=CC=3)N=2)[CH2:10][CH2:9]1)(C)(C)C.Cl.[CH3:31][CH2:32][O:33][C:34](C)=[O:35], predict the reaction product. (9) Given the reactants [CH2:1]([C:8]1[CH:9]=[N:10][C:11]2[C:16]([C:17]=1[C:18]1[CH:19]=[C:20]([NH2:24])[CH:21]=[CH:22][CH:23]=1)=[CH:15][CH:14]=[CH:13][C:12]=2[C:25]([F:28])([F:27])[F:26])[C:2]1[CH:7]=[CH:6][CH:5]=[CH:4][CH:3]=1.[CH3:29][C:30]1[CH:37]=[CH:36][CH:35]=[CH:34][C:31]=1[CH:32]=O, predict the reaction product. The product is: [CH2:1]([C:8]1[CH:9]=[N:10][C:11]2[C:16]([C:17]=1[C:18]1[CH:19]=[C:20]([NH:24][CH2:29][C:30]3[CH:37]=[CH:36][CH:35]=[CH:34][C:31]=3[CH3:32])[CH:21]=[CH:22][CH:23]=1)=[CH:15][CH:14]=[CH:13][C:12]=2[C:25]([F:28])([F:26])[F:27])[C:2]1[CH:3]=[CH:4][CH:5]=[CH:6][CH:7]=1.